This data is from Catalyst prediction with 721,799 reactions and 888 catalyst types from USPTO. The task is: Predict which catalyst facilitates the given reaction. (1) Reactant: [B:1]12[B:4]3[B:5]4[B:2]1[C:3]234.[O-2:6].[O-2].[Ti+4:8].[CH4:9].[C-]#[Si+]. Product: [B:1]12[B:4]3[B:5]4[B:2]1[C:3]234.[O-2:6].[O-2:6].[Ti+4:8].[C:9]. The catalyst class is: 5. (2) Reactant: F[C:2]1[CH:11]=[CH:10][CH:9]=[C:8](F)[C:3]=1[CH2:4][N:5]=[N+:6]=[N-:7].[N-]=[N+]=[N-].[Na+].FC1C=CC=C(F)C=1CCl. Product: [CH2:4]([N:5]=[N+:6]=[N-:7])[C:3]1[CH:8]=[CH:9][CH:10]=[CH:11][CH:2]=1. The catalyst class is: 6.